From a dataset of Reaction yield outcomes from USPTO patents with 853,638 reactions. Predict the reaction yield, written as a fraction of the theoretical maximum amount of product (1.0 means a 100% yield; for example, 0.34 means a 34% yield). (1) The reactants are [C:1](Cl)(=[O:10])[CH:2]=[CH:3][C:4]1[CH:9]=[CH:8][CH:7]=[CH:6][CH:5]=1.[F:12][C:13]1[CH:14]=[C:15]([CH:17]=[CH:18][CH:19]=1)[NH2:16].C([O-])(O)=O.[Na+]. The catalyst is C(OCC)(=O)C. The product is [F:12][C:13]1[CH:14]=[C:15]([NH:16][C:1](=[O:10])/[CH:2]=[CH:3]/[C:4]2[CH:9]=[CH:8][CH:7]=[CH:6][CH:5]=2)[CH:17]=[CH:18][CH:19]=1. The yield is 0.950. (2) The reactants are [Br:1][C:2]1[C:3]([F:20])=[C:4]([F:19])[C:5]([NH:11][C:12]2[CH:17]=[CH:16][CH:15]=[CH:14][C:13]=2[Cl:18])=[C:6]([CH:10]=1)[C:7]([OH:9])=[O:8].S(Cl)(Cl)=O.[CH3:25]O. No catalyst specified. The product is [Br:1][C:2]1[C:3]([F:20])=[C:4]([F:19])[C:5]([NH:11][C:12]2[CH:17]=[CH:16][CH:15]=[CH:14][C:13]=2[Cl:18])=[C:6]([CH:10]=1)[C:7]([O:9][CH3:25])=[O:8]. The yield is 0.858. (3) The reactants are Cl[C:2]1[CH:9]=[CH:8][CH:7]=[C:4]([C:5]#[N:6])[C:3]=1[C:10]#[N:11].[C:12]1(B(O)O)[CH:17]=[CH:16][CH:15]=[CH:14][CH:13]=1.[F-].[Cs+]. No catalyst specified. The product is [C:2]1([C:12]2[CH:17]=[CH:16][CH:15]=[CH:14][CH:13]=2)[CH:9]=[CH:8][CH:7]=[C:4]([C:5]#[N:6])[C:3]=1[C:10]#[N:11]. The yield is 0.809. (4) The reactants are [C:1]1([CH2:7][C:8]([OH:10])=[O:9])[CH:6]=[CH:5][CH:4]=[CH:3][CH:2]=1.C([Mg]Cl)(C)C.[C:16]([N:23]1[CH2:28][CH2:27][C:26](=[O:29])[CH2:25][CH2:24]1)([O:18][C:19]([CH3:22])([CH3:21])[CH3:20])=[O:17]. The yield is 0.990. The product is [C:19]([O:18][C:16]([N:23]1[CH2:28][CH2:27][C:26]([OH:29])([CH:7]([C:8]([OH:10])=[O:9])[C:1]2[CH:6]=[CH:5][CH:4]=[CH:3][CH:2]=2)[CH2:25][CH2:24]1)=[O:17])([CH3:22])([CH3:20])[CH3:21]. The catalyst is C1COCC1. (5) The reactants are [NH2:1][C:2]1[N:6]([C:7]2[CH:12]=[CH:11][C:10]([F:13])=[CH:9][CH:8]=2)[N:5]=[CH:4][C:3]=1[CH:14]=O.[C:16]1(=O)[CH2:21][CH2:20][CH2:19][C:18](=[O:22])[CH2:17]1.CC1C=CC(S(O)(=O)=O)=CC=1. The catalyst is C1(C)C=CC=CC=1. The product is [F:13][C:10]1[CH:9]=[CH:8][C:7]([N:6]2[C:2]3=[N:1][C:16]4[CH2:21][CH2:20][CH2:19][C:18](=[O:22])[C:17]=4[CH:14]=[C:3]3[CH:4]=[N:5]2)=[CH:12][CH:11]=1. The yield is 0.700. (6) The reactants are C[O-].[Na+].[C:4]([O:12][CH2:13][CH3:14])(=[O:11])[CH2:5][C:6]([O:8][CH2:9][CH3:10])=[O:7].CS(O[C@@H:20]([CH3:24])[CH2:21][CH2:22][CH3:23])(=O)=O.[Cl-].[NH4+]. The catalyst is C(OCC)(=O)C.C(Cl)Cl. The product is [CH2:13]([O:12][C:4](=[O:11])[CH:5]([C@H:20]([CH3:24])[CH2:21][CH2:22][CH3:23])[C:6]([O:8][CH2:9][CH3:10])=[O:7])[CH3:14]. The yield is 0.960. (7) The reactants are [Cl:1][C:2]1[CH:3]=[C:4]([NH:9][C:10]2[C:11]3[CH2:18][C:17](=[O:19])[NH:16][C:12]=3[N:13]=[CH:14][N:15]=2)[CH:5]=[CH:6][C:7]=1[F:8].[CH:20]([C:22]1[NH:26][C:25]([C:27]([OH:29])=[O:28])=[CH:24][C:23]=1[CH3:30])=O. The catalyst is N1CCCCC1.C(O)C. The product is [Cl:1][C:2]1[CH:3]=[C:4]([NH:9][C:10]2[C:11]3[C:18](=[CH:20][C:22]4[NH:26][C:25]([C:27]([OH:29])=[O:28])=[CH:24][C:23]=4[CH3:30])[C:17](=[O:19])[NH:16][C:12]=3[N:13]=[CH:14][N:15]=2)[CH:5]=[CH:6][C:7]=1[F:8]. The yield is 0.860.